From a dataset of NCI-60 drug combinations with 297,098 pairs across 59 cell lines. Regression. Given two drug SMILES strings and cell line genomic features, predict the synergy score measuring deviation from expected non-interaction effect. (1) Drug 2: C#CCC(CC1=CN=C2C(=N1)C(=NC(=N2)N)N)C3=CC=C(C=C3)C(=O)NC(CCC(=O)O)C(=O)O. Cell line: HL-60(TB). Synergy scores: CSS=22.0, Synergy_ZIP=-6.00, Synergy_Bliss=-3.83, Synergy_Loewe=-93.9, Synergy_HSA=-11.6. Drug 1: C1=CN(C=N1)CC(O)(P(=O)(O)O)P(=O)(O)O. (2) Drug 1: CCCCCOC(=O)NC1=NC(=O)N(C=C1F)C2C(C(C(O2)C)O)O. Drug 2: CNC(=O)C1=NC=CC(=C1)OC2=CC=C(C=C2)NC(=O)NC3=CC(=C(C=C3)Cl)C(F)(F)F. Cell line: SR. Synergy scores: CSS=-1.74, Synergy_ZIP=0.236, Synergy_Bliss=-0.356, Synergy_Loewe=-10.0, Synergy_HSA=-5.71. (3) Drug 1: CN(C)C1=NC(=NC(=N1)N(C)C)N(C)C. Drug 2: C1=CC(=CC=C1C#N)C(C2=CC=C(C=C2)C#N)N3C=NC=N3. Cell line: TK-10. Synergy scores: CSS=-8.70, Synergy_ZIP=7.31, Synergy_Bliss=-2.65, Synergy_Loewe=-15.1, Synergy_HSA=-7.19. (4) Drug 1: C1=C(C(=O)NC(=O)N1)F. Drug 2: N.N.Cl[Pt+2]Cl. Cell line: HOP-92. Synergy scores: CSS=17.4, Synergy_ZIP=-1.54, Synergy_Bliss=-3.12, Synergy_Loewe=-3.75, Synergy_HSA=-2.41. (5) Drug 1: CC=C1C(=O)NC(C(=O)OC2CC(=O)NC(C(=O)NC(CSSCCC=C2)C(=O)N1)C(C)C)C(C)C. Drug 2: CC(C)CN1C=NC2=C1C3=CC=CC=C3N=C2N. Cell line: M14. Synergy scores: CSS=41.1, Synergy_ZIP=0.111, Synergy_Bliss=-3.85, Synergy_Loewe=-35.5, Synergy_HSA=-4.96.